From a dataset of Reaction yield outcomes from USPTO patents with 853,638 reactions. Predict the reaction yield, written as a fraction of the theoretical maximum amount of product (1.0 means a 100% yield; for example, 0.34 means a 34% yield). The reactants are [CH2:1]([O:8][C:9](=[O:16])[CH2:10][NH:11][CH2:12][CH2:13][CH2:14][OH:15])[C:2]1[CH:7]=[CH:6][CH:5]=[CH:4][CH:3]=1.[C:17]([O:28][C@H:29]([CH2:34][CH2:35][CH2:36][CH2:37][CH2:38][CH2:39][CH2:40][CH2:41][CH2:42][CH2:43][CH3:44])[CH2:30][C:31]([OH:33])=O)(=[O:27])[CH2:18][CH2:19][CH2:20][CH2:21][CH2:22][CH2:23][CH2:24][CH2:25][CH3:26].C(Cl)CCl.CI. The catalyst is C(Cl)Cl. The product is [CH2:1]([O:8][C:9](=[O:16])[CH2:10][N:11]([CH2:12][CH2:13][CH2:14][OH:15])[C:31](=[O:33])[CH2:30][C@H:29]([O:28][C:17](=[O:27])[CH2:18][CH2:19][CH2:20][CH2:21][CH2:22][CH2:23][CH2:24][CH2:25][CH3:26])[CH2:34][CH2:35][CH2:36][CH2:37][CH2:38][CH2:39][CH2:40][CH2:41][CH2:42][CH2:43][CH3:44])[C:2]1[CH:7]=[CH:6][CH:5]=[CH:4][CH:3]=1. The yield is 0.630.